Dataset: Peptide-MHC class II binding affinity with 134,281 pairs from IEDB. Task: Regression. Given a peptide amino acid sequence and an MHC pseudo amino acid sequence, predict their binding affinity value. This is MHC class II binding data. (1) The peptide sequence is NDAIKASTGGAYESY. The MHC is DRB1_1101 with pseudo-sequence DRB1_1101. The binding affinity (normalized) is 0.0883. (2) The peptide sequence is ELLKTVRLIKFLYQSNP. The MHC is HLA-DQA10301-DQB10302 with pseudo-sequence HLA-DQA10301-DQB10302. The binding affinity (normalized) is 0.153.